This data is from Full USPTO retrosynthesis dataset with 1.9M reactions from patents (1976-2016). The task is: Predict the reactants needed to synthesize the given product. (1) Given the product [NH2:54][C:47]1[C:48]([C:50]([F:52])([F:53])[F:51])=[CH:49][C:44]([CH2:43][C@@H:33]([O:32][C:30]([N:27]2[CH2:28][CH2:29][CH:24]([N:23]3[CH2:22][CH2:21][C:20]4[CH:56]=[CH:57][CH:58]=[CH:59][C:19]=4[NH:18][C:17]3=[O:16])[CH2:25][CH2:26]2)=[O:31])[C:34]([N:35]2[CH2:36][CH2:37][CH:38]([N:1]3[CH2:6][CH2:5][CH:4]([C:7]([O:9][CH2:10][CH3:11])=[O:8])[CH2:3][CH2:2]3)[CH2:39][CH2:40]2)=[O:42])=[CH:45][C:46]=1[Cl:55], predict the reactants needed to synthesize it. The reactants are: [NH:1]1[CH2:6][CH2:5][CH:4]([C:7]([O:9][CH2:10][CH3:11])=[O:8])[CH2:3][CH2:2]1.CC(O)=O.[O:16]=[C:17]1[N:23]([CH:24]2[CH2:29][CH2:28][N:27]([C:30]([O:32][C@H:33]([CH2:43][C:44]3[CH:49]=[C:48]([C:50]([F:53])([F:52])[F:51])[C:47]([NH2:54])=[C:46]([Cl:55])[CH:45]=3)[C:34](=[O:42])[N:35]3[CH2:40][CH2:39][C:38](=O)[CH2:37][CH2:36]3)=[O:31])[CH2:26][CH2:25]2)[CH2:22][CH2:21][C:20]2[CH:56]=[CH:57][CH:58]=[CH:59][C:19]=2[NH:18]1.[BH3-]C#N.[Na+]. (2) Given the product [ClH:19].[Cl:19][C:16]1[CH:17]=[CH:18][C:11]2[CH2:10][CH2:9][NH:8][CH2:14][CH2:13][C:12]=2[C:15]=1[S:20][CH2:21][C:29]1[CH:32]=[CH:33][CH:34]=[CH:35][C:28]=1[C:27]([F:37])([F:36])[F:26], predict the reactants needed to synthesize it. The reactants are: C(OC([N:8]1[CH2:14][CH2:13][C:12]2[C:15]([S:20][C:21](=O)N(C)C)=[C:16]([Cl:19])[CH:17]=[CH:18][C:11]=2[CH2:10][CH2:9]1)=O)(C)(C)C.[F:26][C:27]([F:37])([F:36])[C:28]1[CH:35]=[CH:34][CH:33]=[CH:32][C:29]=1CBr. (3) Given the product [CH3:52][S:53]([C:56]1[N:61]=[CH:60][C:59]([C@@H:62]([NH:65][C:17]([C:16]2[C:11]3[CH:10]=[N:9][N:8]([C:5]4[CH:4]=[CH:3][C:2]([F:1])=[CH:7][CH:6]=4)[C:12]=3[CH:13]=[N:14][CH:15]=2)=[O:19])[CH2:63][CH3:64])=[CH:58][CH:57]=1)(=[O:55])=[O:54], predict the reactants needed to synthesize it. The reactants are: [F:1][C:2]1[CH:7]=[CH:6][C:5]([N:8]2[C:12]3[CH:13]=[N:14][CH:15]=[C:16]([C:17]([OH:19])=O)[C:11]=3[CH:10]=[N:9]2)=[CH:4][CH:3]=1.CCN(C(C)C)C(C)C.CN(C(ON1N=NC2C=CC=CC1=2)=[N+](C)C)C.[B-](F)(F)(F)F.Cl.[CH3:52][S:53]([C:56]1[N:61]=[CH:60][C:59]([C@@H:62]([NH2:65])[CH2:63][CH3:64])=[CH:58][CH:57]=1)(=[O:55])=[O:54].C(=O)(O)[O-].[Na+]. (4) Given the product [F:7][C:8]1[CH:15]=[C:14]([C:16]([F:17])([F:18])[F:19])[CH:13]=[CH:12][C:9]=1[CH:10]([OH:11])[CH2:1][CH:2]([CH3:4])[CH3:3], predict the reactants needed to synthesize it. The reactants are: [CH2:1]([Mg]Br)[CH:2]([CH3:4])[CH3:3].[F:7][C:8]1[CH:15]=[C:14]([C:16]([F:19])([F:18])[F:17])[CH:13]=[CH:12][C:9]=1[CH:10]=[O:11].[Cl-].[NH4+].Cl. (5) Given the product [C:22]([O:11]/[N:10]=[C:9](\[NH2:12])/[C@@H:8]([NH:7][C:6](=[O:14])[O:5][C:1]([CH3:4])([CH3:2])[CH3:3])[CH3:13])(=[O:24])[CH3:23], predict the reactants needed to synthesize it. The reactants are: [C:1]([O:5][C:6](=[O:14])[NH:7][C@@H:8]([CH3:13])/[C:9](/[NH2:12])=[N:10]/[OH:11])([CH3:4])([CH3:3])[CH3:2].C(N(CC)CC)C.[C:22](Cl)(=[O:24])[CH3:23]. (6) Given the product [CH:19]1([C:6]2[CH:7]=[CH:8][CH:9]=[C:10]([CH:11]([CH:13]3[CH2:14][CH2:15]3)[CH3:12])[C:5]=2[OH:4])[CH2:20][CH2:21]1, predict the reactants needed to synthesize it. The reactants are: C([O:4][C:5]1[C:10]([CH:11]([CH:13]2[CH2:15][CH2:14]2)[CH3:12])=[CH:9][CH:8]=[CH:7][C:6]=1Br)C=C.[Li+].C[CH2:19][CH2:20][CH2-:21].CN(C)CCN(C)C.[Cl-].[NH4+]. (7) Given the product [C:1]1([C:7]2[CH:34]=[CH:33][C:10]3[N:11]=[C:12]([CH2:14][C:15]4[O:19][C:18]([CH2:20][NH:21][S:22](=[O:23])(=[O:24])[NH2:25])=[N:17][N:16]=4)[S:13][C:9]=3[CH:8]=2)[CH:2]=[CH:3][CH:4]=[CH:5][CH:6]=1, predict the reactants needed to synthesize it. The reactants are: [C:1]1([C:7]2[CH:34]=[CH:33][C:10]3[N:11]=[C:12]([CH2:14][C:15]4[O:19][C:18]([CH2:20][NH:21][S:22]([NH:25]C(=O)OC(C)(C)C)(=[O:24])=[O:23])=[N:17][N:16]=4)[S:13][C:9]=3[CH:8]=2)[CH:6]=[CH:5][CH:4]=[CH:3][CH:2]=1.C(O)(C(F)(F)F)=O.